This data is from Forward reaction prediction with 1.9M reactions from USPTO patents (1976-2016). The task is: Predict the product of the given reaction. (1) Given the reactants Cl[C:2]1[CH:7]=[CH:6][N:5]=[C:4]([C:8]2[CH:13]=[C:12]([OH:14])[CH:11]=[C:10]([CH2:15][N:16]([CH2:18][C:19]3[C:24]([CH3:25])=[C:23]([O:26][CH3:27])[C:22]([CH3:28])=[CH:21][N:20]=3)[CH3:17])[N:9]=2)[CH:3]=1.[CH3:29][NH:30][CH:31](O)[CH3:32].Cl[C:35]1C=CC=CC=1, predict the reaction product. The product is: [CH3:27][O:26][C:23]1[C:22]([CH3:28])=[CH:21][N:20]=[C:19]([CH2:18][N:16]([CH2:15][C:10]2[N:9]=[C:8]([C:4]3[CH:3]=[C:2]([N:30]4[CH2:31][CH2:32][CH2:35][CH2:29]4)[CH:7]=[CH:6][N:5]=3)[CH:13]=[C:12]([OH:14])[CH:11]=2)[CH3:17])[C:24]=1[CH3:25]. (2) Given the reactants Cl.[CH3:2][O:3][C:4](=[O:13])[CH:5]([NH2:12])[C:6]1[CH:11]=[CH:10][CH:9]=[CH:8][CH:7]=1.C(N(CC)CC)C.[CH:21](=O)[C:22]1[CH:27]=[CH:26][CH:25]=[CH:24][CH:23]=1.[O-]S([O-])(=O)=O.[Mg+2], predict the reaction product. The product is: [CH3:2][O:3][C:4](=[O:13])[CH:5]([N:12]=[CH:21][C:22]1[CH:27]=[CH:26][CH:25]=[CH:24][CH:23]=1)[C:6]1[CH:7]=[CH:8][CH:9]=[CH:10][CH:11]=1. (3) The product is: [CH3:32][N:33]([CH3:38])[S:34]([NH:37][C:4](=[O:5])[C:3]1[CH:7]=[C:8]([F:12])[C:9]([F:11])=[CH:10][C:2]=1[F:1])(=[O:36])=[O:35]. Given the reactants [F:1][C:2]1[CH:10]=[C:9]([F:11])[C:8]([F:12])=[CH:7][C:3]=1[C:4](O)=[O:5].Cl.CN(C)CCCN=C=NCC.C(N(CC)CC)C.[CH3:32][N:33]([CH3:38])[S:34]([NH2:37])(=[O:36])=[O:35], predict the reaction product. (4) Given the reactants [F:1][C:2]([F:17])([F:16])[O:3][C:4]1[CH:5]=[C:6]2[C:10](=[CH:11][CH:12]=1)[NH:9][CH:8]=[C:7]2[C:13](=[O:15])[CH3:14].C([O-])([O-])=O.[K+].[K+].Br[CH2:25][C:26]([O:28][C:29]([CH3:32])([CH3:31])[CH3:30])=[O:27], predict the reaction product. The product is: [C:29]([O:28][C:26](=[O:27])[CH2:25][N:9]1[C:10]2[C:6](=[CH:5][C:4]([O:3][C:2]([F:1])([F:16])[F:17])=[CH:12][CH:11]=2)[C:7]([C:13](=[O:15])[CH3:14])=[CH:8]1)([CH3:32])([CH3:31])[CH3:30].